From a dataset of Reaction yield outcomes from USPTO patents with 853,638 reactions. Predict the reaction yield, written as a fraction of the theoretical maximum amount of product (1.0 means a 100% yield; for example, 0.34 means a 34% yield). (1) The reactants are Cl[C:2]1[C:3]2[N:4]([CH:17]=[CH:18][N:19]=2)[C:5]2[CH:6]=[CH:7][CH:8]=[C:9]([C:12]([O:14][CH2:15][CH3:16])=[O:13])[C:10]=2[N:11]=1.[F:20][C:21]1[CH:27]=[CH:26][CH:25]=[CH:24][C:22]=1[NH2:23]. The catalyst is CN(C=O)C.O. The product is [F:20][C:21]1[CH:27]=[CH:26][CH:25]=[CH:24][C:22]=1[NH:23][C:2]1[C:3]2[N:4]([CH:17]=[CH:18][N:19]=2)[C:5]2[CH:6]=[CH:7][CH:8]=[C:9]([C:12]([O:14][CH2:15][CH3:16])=[O:13])[C:10]=2[N:11]=1. The yield is 0.220. (2) The reactants are B(Cl)(Cl)Cl.C[O:6][C:7]1[CH:14]=[CH:13][C:10]([C:11]#[N:12])=[C:9]([CH3:15])[CH:8]=1. The catalyst is [I-].C([N+](CCCC)(CCCC)CCCC)CCC.ClCCl. The product is [OH:6][C:7]1[CH:14]=[CH:13][C:10]([C:11]#[N:12])=[C:9]([CH3:15])[CH:8]=1. The yield is 0.270. (3) The yield is 0.680. The catalyst is CN(C=O)C.O. The product is [Cl:1][C:2]1[CH:11]=[C:10]2[C:5]([CH:6]=[C:7]([C:13]3[C:14]([Cl:24])=[C:15]([O:22][CH3:23])[CH:16]=[C:17]([O:20][CH3:21])[C:18]=3[Cl:19])[C:8](=[O:12])[N:9]2[CH2:42][CH2:43][CH2:44][N:45]2[CH2:50][CH2:49][N:48]([C:51]([O:53][C:54]([CH3:55])([CH3:57])[CH3:56])=[O:52])[CH2:47][CH2:46]2)=[CH:4][N:3]=1. The reactants are [Cl:1][C:2]1[CH:11]=[C:10]2[C:5]([CH:6]=[C:7]([C:13]3[C:18]([Cl:19])=[C:17]([O:20][CH3:21])[CH:16]=[C:15]([O:22][CH3:23])[C:14]=3[Cl:24])[C:8](=[O:12])[NH:9]2)=[CH:4][N:3]=1.C([O-])([O-])=O.[K+].[K+].C([O-])([O-])=O.[Cs+].[Cs+].CS(O[CH2:42][CH2:43][CH2:44][N:45]1[CH2:50][CH2:49][N:48]([C:51]([O:53][C:54]([CH3:57])([CH3:56])[CH3:55])=[O:52])[CH2:47][CH2:46]1)(=O)=O. (4) The reactants are [CH3:1][C:2]1([CH3:15])[CH2:11][CH2:10][C:9]([CH3:13])([CH3:12])[C:8]2[CH:7]=[C:6]([NH2:14])[CH:5]=[CH:4][C:3]1=2.[CH2:16]([Li])[CH2:17][CH2:18][CH3:19].[Cl-].[Na+]. The catalyst is O1CCCC1. The product is [CH2:16]([NH:14][C:6]1[CH:5]=[CH:4][C:3]2[C:2]([CH3:15])([CH3:1])[CH2:11][CH2:10][C:9]([CH3:13])([CH3:12])[C:8]=2[CH:7]=1)[CH2:17][CH2:18][CH3:19]. The yield is 0.370. (5) The reactants are [Cl:1][C:2]1[CH:3]=[C:4]([S:9](Cl)(=[O:11])=[O:10])[CH:5]=[CH:6][C:7]=1[F:8].[OH-].[NH4+:14]. The catalyst is C(Cl)Cl. The product is [Cl:1][C:2]1[CH:3]=[C:4]([S:9]([NH2:14])(=[O:11])=[O:10])[CH:5]=[CH:6][C:7]=1[F:8]. The yield is 0.682. (6) The product is [CH2:10]([O:9][C:1](=[O:8])[C:2](=[CH:16][C:13]([NH:17][C:18]([O:19][CH2:20][C:21]1[CH:26]=[CH:25][CH:24]=[CH:23][CH:22]=1)=[O:27])([CH3:12])[CH3:14])[C:3]([O:5][CH2:6][CH3:7])=[O:4])[CH3:11]. The catalyst is O1CCCC1. The reactants are [C:1]([O:9][CH2:10][CH3:11])(=[O:8])[CH2:2][C:3]([O:5][CH2:6][CH3:7])=[O:4].[CH3:12][C:13]([NH:17][C:18](=[O:27])[O:19][CH2:20][C:21]1[CH:26]=[CH:25][CH:24]=[CH:23][CH:22]=1)([CH3:16])[CH:14]=O.N1C=CC=CC=1.O. The yield is 0.210. (7) The reactants are C([O:3][C:4](=[O:34])[C:5]1[CH:10]=[CH:9][CH:8]=[CH:7][C:6]=1[C:11]1[N:19]2[C:14]([CH:15]=[N:16][C:17]([NH:20][C:21]3[CH:26]=[CH:25][C:24]([N:27]4[CH2:32][CH2:31][N:30]([CH3:33])[CH2:29][CH2:28]4)=[CH:23][CH:22]=3)=[N:18]2)=[CH:13][CH:12]=1)C.[OH-].[Li+].CO. The catalyst is O. The product is [CH3:33][N:30]1[CH2:29][CH2:28][N:27]([C:24]2[CH:23]=[CH:22][C:21]([NH:20][C:17]3[N:16]=[CH:15][C:14]4=[CH:13][CH:12]=[C:11]([C:6]5[CH:7]=[CH:8][CH:9]=[CH:10][C:5]=5[C:4]([OH:34])=[O:3])[N:19]4[N:18]=3)=[CH:26][CH:25]=2)[CH2:32][CH2:31]1. The yield is 0.760. (8) The reactants are [CH2:1](Br)[C:2]1[CH:7]=[CH:6][CH:5]=[CH:4][CH:3]=1.[Cl:9][C:10]1[C:26]2[C:14](=[C:15]([CH3:28])[C:16]3[NH:17][C:18]4[CH:19]=[CH:20][C:21]([OH:27])=[CH:22][C:23]=4[C:24]=3[CH:25]=2)[CH:13]=[CH:12][N:11]=1.CN(C=O)C.C([O-])([O-])=O.[K+].[K+]. The catalyst is CC(C)=O. The product is [Cl:9][C:10]1[C:26]2[C:14](=[C:15]([CH3:28])[C:16]3[NH:17][C:18]4[CH:19]=[CH:20][C:21]([O:27][CH2:1][C:2]5[CH:7]=[CH:6][CH:5]=[CH:4][CH:3]=5)=[CH:22][C:23]=4[C:24]=3[CH:25]=2)[CH:13]=[CH:12][N:11]=1. The yield is 0.510. (9) The reactants are Cl[C:2]1[N:7]=[CH:6][N:5]=[C:4]2[N:8]([C:11]3[C:16]([Cl:17])=[CH:15][CH:14]=[CH:13][N:12]=3)[N:9]=[CH:10][C:3]=12.CS([O-])=O.[Na+].[H-].[Na+].[OH:25][C@@H:26]([CH2:37][CH2:38][O:39][CH3:40])[C:27]([NH:29][C:30]1[CH:35]=[CH:34][C:33]([CH3:36])=[CH:32][N:31]=1)=[O:28]. The catalyst is C1COCC1.CCOC(C)=O. The product is [Cl:17][C:16]1[C:11]([N:8]2[C:4]3=[N:5][CH:6]=[N:7][C:2]([O:25][C@@H:26]([CH2:37][CH2:38][O:39][CH3:40])[C:27]([NH:29][C:30]4[CH:35]=[CH:34][C:33]([CH3:36])=[CH:32][N:31]=4)=[O:28])=[C:3]3[CH:10]=[N:9]2)=[N:12][CH:13]=[CH:14][CH:15]=1. The yield is 0.870.